Predict the reactants needed to synthesize the given product. From a dataset of Full USPTO retrosynthesis dataset with 1.9M reactions from patents (1976-2016). (1) Given the product [F:1][C:2]1([F:9])[CH2:7][N:6]2[C:24](=[O:25])[CH:23]=[C:22]([C:19]3[CH:20]=[CH:21][N:16]=[CH:17][N:18]=3)[N:8]=[C:5]2[NH:4][CH2:3]1, predict the reactants needed to synthesize it. The reactants are: [F:1][C:2]1([F:9])[CH2:7][NH:6][C:5]([NH2:8])=[N:4][CH2:3]1.C(=O)([O-])[O-].[K+].[K+].[N:16]1[CH:21]=[CH:20][C:19]([C:22](=O)[CH2:23][C:24](OCC)=[O:25])=[N:18][CH:17]=1. (2) Given the product [CH3:8][O:9][C:10]1[CH:11]=[C:12]([NH:22][C:23]2[N:24]=[C:25]([NH:1][C:2]3[CH:7]=[CH:6][CH:5]=[CH:4][CH:3]=3)[C:26]3[CH2:32][NH:31][CH2:30][CH2:29][C:27]=3[N:28]=2)[CH:13]=[CH:14][C:15]=1[N:16]1[CH:20]=[C:19]([CH3:21])[N:18]=[CH:17]1, predict the reactants needed to synthesize it. The reactants are: [NH2:1][C:2]1[CH:7]=[CH:6][CH:5]=[CH:4][CH:3]=1.[CH3:8][O:9][C:10]1[CH:11]=[C:12]([NH:22][C:23]2[N:24]=[C:25](OS(C(F)(F)F)(=O)=O)[C:26]3[CH2:32][N:31](C(OC(C)(C)C)=O)[CH2:30][CH2:29][C:27]=3[N:28]=2)[CH:13]=[CH:14][C:15]=1[N:16]1[CH:20]=[C:19]([CH3:21])[N:18]=[CH:17]1.Cl. (3) Given the product [F:1][C:2]1[CH:7]=[CH:6][C:5]([C:8]2[N:23]([CH2:24][CH2:25][C@H:26]3[O:31][C:30]4([CH2:36][CH2:35][CH2:34][CH2:33][CH2:32]4)[O:29][C@@H:28]([CH2:37][C:38]([O:40][C:41]([C:44]4[CH:45]=[CH:46][CH:47]=[CH:48][CH:49]=4)([CH3:43])[CH3:42])=[O:39])[CH2:27]3)[C:11]([CH:12]([CH3:14])[CH3:13])=[CH:10][C:9]=2[C:16]2[CH:21]=[CH:20][CH:19]=[CH:18][CH:17]=2)=[CH:4][CH:3]=1, predict the reactants needed to synthesize it. The reactants are: [F:1][C:2]1[CH:7]=[CH:6][C:5]([C:8](=O)[CH:9]([C:16]2[CH:21]=[CH:20][CH:19]=[CH:18][CH:17]=2)[CH2:10][C:11](=O)[CH:12]([CH3:14])[CH3:13])=[CH:4][CH:3]=1.[NH2:23][CH2:24][CH2:25][C@H:26]1[O:31][C:30]2([CH2:36][CH2:35][CH2:34][CH2:33][CH2:32]2)[O:29][C@@H:28]([CH2:37][C:38]([O:40][C:41]([C:44]2[CH:49]=[CH:48][CH:47]=[CH:46][CH:45]=2)([CH3:43])[CH3:42])=[O:39])[CH2:27]1. (4) The reactants are: [C@H:1]1([OH:8])[CH2:6][CH2:5][C@@H:4]([OH:7])[CH2:3][CH2:2]1.[C:9]([Si:13](Cl)([CH3:15])[CH3:14])([CH3:12])([CH3:11])[CH3:10].C(N(CC)CC)C. Given the product [Si:13]([O:7][C@@H:4]1[CH2:5][CH2:6][C@H:1]([OH:8])[CH2:2][CH2:3]1)([C:9]([CH3:12])([CH3:11])[CH3:10])([CH3:15])[CH3:14], predict the reactants needed to synthesize it. (5) Given the product [C:4]([O:8][C:9](=[O:10])[NH:11][O:12][CH2:13][CH2:14][CH2:15][CH2:16][NH2:17])([CH3:7])([CH3:5])[CH3:6], predict the reactants needed to synthesize it. The reactants are: O.NN.[C:4]([O:8][C:9]([NH:11][O:12][CH2:13][CH2:14][CH2:15][CH2:16][N:17]1C(=O)C2C(=CC=CC=2)C1=O)=[O:10])([CH3:7])([CH3:6])[CH3:5]. (6) Given the product [Cl:1][C:2]1[C:3]([O:29][C:30]2[CH:35]=[CH:34][C:33]([C:36]3[CH:41]=[CH:40][C:39]([C:42]([F:43])([F:44])[F:45])=[CH:38][CH:37]=3)=[CH:32][C:31]=2[C:46]2[CH:51]=[CH:50][N:49]=[N:48][CH:47]=2)=[CH:4][C:5]([F:28])=[C:6]([S:8]([NH:11][C:12]2[S:13][CH:14]=[N:15][N:16]=2)(=[O:10])=[O:9])[CH:7]=1, predict the reactants needed to synthesize it. The reactants are: [Cl:1][C:2]1[C:3]([O:29][C:30]2[CH:35]=[CH:34][C:33]([C:36]3[CH:41]=[CH:40][C:39]([C:42]([F:45])([F:44])[F:43])=[CH:38][CH:37]=3)=[CH:32][C:31]=2[C:46]2[CH:51]=[CH:50][N:49]=[N:48][CH:47]=2)=[CH:4][C:5]([F:28])=[C:6]([S:8]([N:11](CC2C=CC(OC)=CC=2OC)[C:12]2[S:13][CH:14]=[N:15][N:16]=2)(=[O:10])=[O:9])[CH:7]=1. (7) Given the product [CH:26]1([N:13]2[CH2:12][CH2:11][CH:10]([CH:8]([C:6]3[N:5]=[C:4]([C:16]4[C:25]5[C:20](=[CH:21][CH:22]=[CH:23][CH:24]=5)[CH:19]=[CH:18][CH:17]=4)[N:3]([CH2:1][CH3:2])[CH:7]=3)[OH:9])[CH2:15][CH2:14]2)[CH2:29][CH2:28][CH2:27]1, predict the reactants needed to synthesize it. The reactants are: [CH2:1]([N:3]1[CH:7]=[C:6]([CH:8]([CH:10]2[CH2:15][CH2:14][NH:13][CH2:12][CH2:11]2)[OH:9])[N:5]=[C:4]1[C:16]1[C:25]2[C:20](=[CH:21][CH:22]=[CH:23][CH:24]=2)[CH:19]=[CH:18][CH:17]=1)[CH3:2].[C:26]1(=O)[CH2:29][CH2:28][CH2:27]1.[BH-](OC(C)=O)(OC(C)=O)OC(C)=O.[Na+].C(O)(=O)C. (8) Given the product [CH3:6][O:5][C:1]([CH:2]1[CH2:3][CH2:12][C:11]([O:13][Si:14]([CH3:17])([CH3:16])[CH3:15])=[CH:10][CH:9]1[O:8][CH3:7])=[O:4], predict the reactants needed to synthesize it. The reactants are: [C:1]([O:5][CH3:6])(=[O:4])[CH:2]=[CH2:3].[CH3:7][O:8][CH:9]=[CH:10][C:11]([O:13][Si:14]([CH3:17])([CH3:16])[CH3:15])=[CH2:12]. (9) Given the product [F:25][C:23]1[CH:22]=[C:4]([CH:3]=[C:2]([F:1])[CH:24]=1)[CH2:5][C@@H:6]1[CH2:11][C@@H:10]([C:12]2[O:16][NH:15][C:14](=[O:17])[CH:13]=2)[CH2:9][CH2:8][NH:7]1, predict the reactants needed to synthesize it. The reactants are: [F:1][C:2]1[CH:3]=[C:4]([CH:22]=[C:23]([F:25])[CH:24]=1)[CH2:5][C@@H:6]1[CH2:11][C@@H:10]([C:12]2[O:16][NH:15][C:14](=[O:17])[CH:13]=2)[CH2:9][CH2:8][N:7]1C(OC)=O.Br. (10) Given the product [N:1]1([CH2:8][CH2:9][O:10][C:11]2[CH:16]=[CH:15][C:14]([C:17]([C:19]3[C:28]4[C:23](=[CH:24][C:25]([OH:29])=[CH:26][CH:27]=4)[CH:22]=[CH:21][C:20]=3[C:31]3[C:36]([F:37])=[CH:35][C:34]([F:38])=[CH:33][C:32]=3[F:39])=[O:18])=[CH:13][CH:12]=2)[CH2:7][CH2:6][CH2:5][CH2:4][CH2:3][CH2:2]1, predict the reactants needed to synthesize it. The reactants are: [N:1]1([CH2:8][CH2:9][O:10][C:11]2[CH:16]=[CH:15][C:14]([C:17]([C:19]3[C:28]4[C:23](=[CH:24][C:25]([O:29]C)=[CH:26][CH:27]=4)[CH:22]=[CH:21][C:20]=3[C:31]3[C:36]([F:37])=[CH:35][C:34]([F:38])=[CH:33][C:32]=3[F:39])=[O:18])=[CH:13][CH:12]=2)[CH2:7][CH2:6][CH2:5][CH2:4][CH2:3][CH2:2]1.Cl.B(Br)(Br)Br.C(=O)(O)[O-].[Na+].